From a dataset of Reaction yield outcomes from USPTO patents with 853,638 reactions. Predict the reaction yield, written as a fraction of the theoretical maximum amount of product (1.0 means a 100% yield; for example, 0.34 means a 34% yield). The reactants are [C:1]([C:3]1[CH:7]=[C:6]([OH:8])[N:5]([C:9]2[CH:14]=[CH:13][CH:12]=[CH:11][CH:10]=2)[N:4]=1)#[N:2].[CH2:15]=[O:16].C(#N)C.Cl[CH:21]([F:23])[F:22]. The catalyst is [OH-].[K+]. The product is [C:1]([C:3]1[C:7]([CH2:15][OH:16])=[C:6]([O:8][CH:21]([F:23])[F:22])[N:5]([C:9]2[CH:10]=[CH:11][CH:12]=[CH:13][CH:14]=2)[N:4]=1)#[N:2]. The yield is 0.655.